This data is from Full USPTO retrosynthesis dataset with 1.9M reactions from patents (1976-2016). The task is: Predict the reactants needed to synthesize the given product. (1) Given the product [F:31][C:32]1[CH:37]=[CH:36][C:35]([C:9]2[C:8]([N:21]3[CH2:25][CH2:24][CH2:23][C@@H:22]3[CH3:26])=[N:7][C:6]3[C:11](=[CH:12][C:3]([O:2][CH3:1])=[C:4]([C:27]([O:29][CH3:30])=[O:28])[CH:5]=3)[N:10]=2)=[CH:34][CH:33]=1, predict the reactants needed to synthesize it. The reactants are: [CH3:1][O:2][C:3]1[CH:12]=[C:11]2[C:6]([N:7]=[C:8]([N:21]3[CH2:25][CH2:24][CH2:23][C@@H:22]3[CH3:26])[C:9](OS(C(F)(F)F)(=O)=O)=[N:10]2)=[CH:5][C:4]=1[C:27]([O:29][CH3:30])=[O:28].[F:31][C:32]1[CH:37]=[CH:36][C:35](B(O)O)=[CH:34][CH:33]=1.[O-]P([O-])([O-])=O.[K+].[K+].[K+]. (2) Given the product [F:1][C:2]1[C:7]2[O:8][CH2:9][O:10][C:6]=2[CH:5]=[C:4]([CH2:11][OH:12])[CH:3]=1, predict the reactants needed to synthesize it. The reactants are: [F:1][C:2]1[C:7]2[O:8][CH2:9][O:10][C:6]=2[CH:5]=[C:4]([CH:11]=[O:12])[CH:3]=1.[BH4-].[Na+]. (3) Given the product [CH2:21]([O:1][CH:2]([O:16][CH2:17][CH3:18])[C:3]([C:5]1[CH:14]=[CH:13][C:8]([C:9]([O:11][CH3:12])=[O:10])=[CH:7][CH:6]=1)=[O:4])[CH3:22], predict the reactants needed to synthesize it. The reactants are: [O:1]=[CH:2][C:3]([C:5]1[CH:14]=[CH:13][C:8]([C:9]([O:11][CH3:12])=[O:10])=[CH:7][CH:6]=1)=[O:4].C([O-])([O-])[O:16][CH2:17][CH3:18].[C:21]1(C)C=CC=C[CH:22]=1. (4) Given the product [CH:39]1([CH2:42][O:43][C:44]2[CH:52]=[CH:51][C:47]3[O:48][CH2:49][O:50][C:46]=3[C:45]=2[C:53]2[C:54]3[NH:61][CH:60]=[C:59]([C:62]([NH:2][C@@H:3]([CH2:33][C:34]4[N:35]=[CH:36][S:37][CH:38]=4)[C:4]([N:6]4[CH2:7][CH2:8][CH:9]([N:12]5[N:21]=[C:20]([C:22]6[CH:27]=[CH:26][C:25]([O:28][CH3:29])=[C:24]([O:30][CH3:31])[CH:23]=6)[C@@H:19]6[C@@H:14]([CH2:15][CH2:16][CH2:17][CH2:18]6)[C:13]5=[O:32])[CH2:10][CH2:11]4)=[O:5])=[O:63])[C:55]=3[N:56]=[CH:57][N:58]=2)[CH2:40][CH2:41]1, predict the reactants needed to synthesize it. The reactants are: Cl.[NH2:2][C@@H:3]([CH2:33][C:34]1[N:35]=[CH:36][S:37][CH:38]=1)[C:4]([N:6]1[CH2:11][CH2:10][CH:9]([N:12]2[N:21]=[C:20]([C:22]3[CH:27]=[CH:26][C:25]([O:28][CH3:29])=[C:24]([O:30][CH3:31])[CH:23]=3)[C@@H:19]3[C@@H:14]([CH2:15][CH2:16][CH2:17][CH2:18]3)[C:13]2=[O:32])[CH2:8][CH2:7]1)=[O:5].[CH:39]1([CH2:42][O:43][C:44]2[CH:52]=[CH:51][C:47]3[O:48][CH2:49][O:50][C:46]=3[C:45]=2[C:53]2[C:54]3[NH:61][CH:60]=[C:59]([C:62](O)=[O:63])[C:55]=3[N:56]=[CH:57][N:58]=2)[CH2:41][CH2:40]1.CN(C(ON1N=NC2C=CC=NC1=2)=[N+](C)C)C.F[P-](F)(F)(F)(F)F.CCN(C(C)C)C(C)C. (5) The reactants are: [F:1][C:2]([C:5]1[N:6]=[C:7]([CH2:10][N:11]2[N:15]=[C:14]([NH2:16])[CH:13]=[N:12]2)[S:8][CH:9]=1)([F:4])[CH3:3].[C:17]1([C:23]2[O:27][CH:26]=[N:25][C:24]=2[C:28](O)=[O:29])[CH:22]=[CH:21][CH:20]=[CH:19][CH:18]=1. Given the product [F:1][C:2]([C:5]1[N:6]=[C:7]([CH2:10][N:11]2[N:15]=[C:14]([NH:16][C:28]([C:24]3[N:25]=[CH:26][O:27][C:23]=3[C:17]3[CH:18]=[CH:19][CH:20]=[CH:21][CH:22]=3)=[O:29])[CH:13]=[N:12]2)[S:8][CH:9]=1)([F:4])[CH3:3], predict the reactants needed to synthesize it. (6) Given the product [F:22][CH:20]([F:21])[C:17]1[CH:16]=[CH:15][C:14]([N:11]2[C:12]([CH3:13])=[C:8]([C:6]([OH:7])=[O:5])[CH:9]=[N:10]2)=[CH:19][CH:18]=1, predict the reactants needed to synthesize it. The reactants are: [OH-].[Na+].C([O:5][C:6]([C:8]1[CH:9]=[N:10][N:11]([C:14]2[CH:19]=[CH:18][C:17]([CH:20]([F:22])[F:21])=[CH:16][CH:15]=2)[C:12]=1[CH3:13])=[O:7])C.Cl. (7) Given the product [CH3:12][CH2:11][CH2:10][CH2:9][CH2:8][CH2:7][CH2:6][CH2:5][CH2:4][CH2:3][CH2:2][CH3:1], predict the reactants needed to synthesize it. The reactants are: [C:1](OC[C@H](COP(OCC[N+](C)(C)C)(O)=O)OC(=O)CCCCC[CH2:12][CH2:11]/[CH:10]=[CH:9]\[CH2:8][CH2:7][CH2:6][CH2:5][CH2:4][CH2:3][CH2:2][CH3:1])(=O)[CH2:2][CH2:3][CH2:4][CH2:5][CH2:6][CH2:7][CH2:8]/[CH:9]=[CH:10]\[CH2:11][CH2:12]CCCCCC.